The task is: Predict which catalyst facilitates the given reaction.. This data is from Catalyst prediction with 721,799 reactions and 888 catalyst types from USPTO. (1) Reactant: Cl.[Cl:2][C:3]1[CH:21]=[CH:20][CH:19]=[CH:18][C:4]=1[CH:5]([O:13][CH:14]1[CH2:17][NH:16][CH2:15]1)[C:6]1[CH:11]=[CH:10][C:9]([Cl:12])=[CH:8][CH:7]=1.[Cl:22][C:23]1[CH:27]=[CH:26][S:25][C:24]=1[C:28](Cl)=[O:29].C(=O)([O-])[O-]. Product: [Cl:2][C:3]1[CH:21]=[CH:20][CH:19]=[CH:18][C:4]=1[CH:5]([O:13][CH:14]1[CH2:17][N:16]([C:28]([C:24]2[S:25][CH:26]=[CH:27][C:23]=2[Cl:22])=[O:29])[CH2:15]1)[C:6]1[CH:7]=[CH:8][C:9]([Cl:12])=[CH:10][CH:11]=1. The catalyst class is: 4. (2) Reactant: O[CH:2]=[C:3]1[C:11]2[C:6](=[CH:7][C:8]([C:12]([C:14]3[CH:15]=[C:16]([NH:20][C:21]([C:23]4[N:24]([C:29]([CH3:32])([CH3:31])[CH3:30])[N:25]=[C:26]([CH3:28])[CH:27]=4)=[O:22])[CH:17]=[CH:18][CH:19]=3)=[O:13])=[CH:9][CH:10]=2)[NH:5][C:4]1=[O:33].[CH3:34][N:35]1[CH2:40][CH2:39][N:38]([C:41]2[CH:46]=[CH:45][C:44]([NH2:47])=[CH:43][CH:42]=2)[CH2:37][CH2:36]1. Product: [CH3:34][N:35]1[CH2:36][CH2:37][N:38]([C:41]2[CH:46]=[CH:45][C:44]([NH:47][CH:2]=[C:3]3[C:11]4[C:6](=[CH:7][C:8]([C:12]([C:14]5[CH:15]=[C:16]([NH:20][C:21]([C:23]6[N:24]([C:29]([CH3:32])([CH3:31])[CH3:30])[N:25]=[C:26]([CH3:28])[CH:27]=6)=[O:22])[CH:17]=[CH:18][CH:19]=5)=[O:13])=[CH:9][CH:10]=4)[NH:5][C:4]3=[O:33])=[CH:43][CH:42]=2)[CH2:39][CH2:40]1. The catalyst class is: 1.